Dataset: Forward reaction prediction with 1.9M reactions from USPTO patents (1976-2016). Task: Predict the product of the given reaction. (1) Given the reactants Br[C:2]1[CH:3]=[N:4][C:5]2[N:6]([CH:8]=[C:9]([CH2:11][O:12][C:13]3[CH:18]=[CH:17][N:16]=[CH:15][CH:14]=3)[N:10]=2)[CH:7]=1.[F:19][C:20]1[CH:25]=[CH:24][C:23](B(O)O)=[C:22]([O:29][CH3:30])[CH:21]=1, predict the reaction product. The product is: [F:19][C:20]1[CH:25]=[CH:24][C:23]([C:2]2[CH:3]=[N:4][C:5]3[N:6]([CH:8]=[C:9]([CH2:11][O:12][C:13]4[CH:18]=[CH:17][N:16]=[CH:15][CH:14]=4)[N:10]=3)[CH:7]=2)=[C:22]([O:29][CH3:30])[CH:21]=1. (2) Given the reactants [CH2:1]([N:8]1[C:12]([C:13]2[CH:18]=[CH:17][CH:16]=[CH:15][C:14]=2[C:19]2[CH:24]=[CH:23][C:22]([CH2:25][NH:26][C:27]3[C:36]([N+:37]([O-])=O)=[CH:35][CH:34]=[CH:33][C:28]=3[C:29]([O:31][CH3:32])=[O:30])=[CH:21][CH:20]=2)=[N:11][N:10]=[N:9]1)[C:2]1[CH:7]=[CH:6][CH:5]=[CH:4][CH:3]=1.O.O.[Sn](Cl)Cl, predict the reaction product. The product is: [CH2:1]([N:8]1[C:12]([C:13]2[CH:18]=[CH:17][CH:16]=[CH:15][C:14]=2[C:19]2[CH:24]=[CH:23][C:22]([CH2:25][NH:26][C:27]3[C:36]([NH2:37])=[CH:35][CH:34]=[CH:33][C:28]=3[C:29]([O:31][CH3:32])=[O:30])=[CH:21][CH:20]=2)=[N:11][N:10]=[N:9]1)[C:2]1[CH:7]=[CH:6][CH:5]=[CH:4][CH:3]=1.